From a dataset of NCI-60 drug combinations with 297,098 pairs across 59 cell lines. Regression. Given two drug SMILES strings and cell line genomic features, predict the synergy score measuring deviation from expected non-interaction effect. (1) Cell line: HS 578T. Synergy scores: CSS=10.8, Synergy_ZIP=-0.347, Synergy_Bliss=4.90, Synergy_Loewe=2.36, Synergy_HSA=4.05. Drug 1: C1CN1P(=S)(N2CC2)N3CC3. Drug 2: C1C(C(OC1N2C=NC3=C2NC=NCC3O)CO)O. (2) Drug 1: CC1CCC2CC(C(=CC=CC=CC(CC(C(=O)C(C(C(=CC(C(=O)CC(OC(=O)C3CCCCN3C(=O)C(=O)C1(O2)O)C(C)CC4CCC(C(C4)OC)O)C)C)O)OC)C)C)C)OC. Drug 2: CC(C)(C#N)C1=CC(=CC(=C1)CN2C=NC=N2)C(C)(C)C#N. Cell line: UACC-257. Synergy scores: CSS=-1.23, Synergy_ZIP=3.07, Synergy_Bliss=3.78, Synergy_Loewe=-0.987, Synergy_HSA=-0.296. (3) Drug 1: COCCOC1=C(C=C2C(=C1)C(=NC=N2)NC3=CC=CC(=C3)C#C)OCCOC.Cl. Drug 2: N.N.Cl[Pt+2]Cl. Cell line: LOX IMVI. Synergy scores: CSS=51.0, Synergy_ZIP=1.12, Synergy_Bliss=3.21, Synergy_Loewe=3.90, Synergy_HSA=6.72. (4) Drug 1: CC1C(C(CC(O1)OC2CC(CC3=C2C(=C4C(=C3O)C(=O)C5=C(C4=O)C(=CC=C5)OC)O)(C(=O)C)O)N)O.Cl. Drug 2: C1=C(C(=O)NC(=O)N1)N(CCCl)CCCl. Cell line: SW-620. Synergy scores: CSS=21.4, Synergy_ZIP=-2.40, Synergy_Bliss=-5.07, Synergy_Loewe=-17.2, Synergy_HSA=-3.44. (5) Drug 1: CC1OCC2C(O1)C(C(C(O2)OC3C4COC(=O)C4C(C5=CC6=C(C=C35)OCO6)C7=CC(=C(C(=C7)OC)O)OC)O)O. Drug 2: CN(C)C1=NC(=NC(=N1)N(C)C)N(C)C. Cell line: MDA-MB-435. Synergy scores: CSS=4.46, Synergy_ZIP=-1.54, Synergy_Bliss=-2.32, Synergy_Loewe=-14.0, Synergy_HSA=-7.22. (6) Drug 1: CN(CC1=CN=C2C(=N1)C(=NC(=N2)N)N)C3=CC=C(C=C3)C(=O)NC(CCC(=O)O)C(=O)O. Drug 2: C1CNP(=O)(OC1)N(CCCl)CCCl. Cell line: HOP-92. Synergy scores: CSS=0.0690, Synergy_ZIP=-5.31, Synergy_Bliss=-11.4, Synergy_Loewe=-23.1, Synergy_HSA=-13.2. (7) Drug 1: CN1C(=O)N2C=NC(=C2N=N1)C(=O)N. Drug 2: C(CN)CNCCSP(=O)(O)O. Cell line: OVCAR-4. Synergy scores: CSS=0.531, Synergy_ZIP=0.945, Synergy_Bliss=3.49, Synergy_Loewe=0.910, Synergy_HSA=1.11.